Task: Regression. Given two drug SMILES strings and cell line genomic features, predict the synergy score measuring deviation from expected non-interaction effect.. Dataset: NCI-60 drug combinations with 297,098 pairs across 59 cell lines (1) Drug 1: CNC(=O)C1=CC=CC=C1SC2=CC3=C(C=C2)C(=NN3)C=CC4=CC=CC=N4. Drug 2: C1CC(C1)(C(=O)O)C(=O)O.[NH2-].[NH2-].[Pt+2]. Cell line: HCT116. Synergy scores: CSS=40.6, Synergy_ZIP=-4.15, Synergy_Bliss=-3.16, Synergy_Loewe=-7.29, Synergy_HSA=-1.45. (2) Drug 1: C1CCN(CC1)CCOC2=CC=C(C=C2)C(=O)C3=C(SC4=C3C=CC(=C4)O)C5=CC=C(C=C5)O. Drug 2: C1=NC2=C(N1)C(=S)N=CN2. Cell line: MALME-3M. Synergy scores: CSS=-6.28, Synergy_ZIP=3.75, Synergy_Bliss=4.71, Synergy_Loewe=-3.05, Synergy_HSA=-1.89. (3) Drug 2: C1C(C(OC1N2C=NC(=NC2=O)N)CO)O. Synergy scores: CSS=15.4, Synergy_ZIP=-5.00, Synergy_Bliss=-2.13, Synergy_Loewe=-11.3, Synergy_HSA=-0.891. Drug 1: C1=NC2=C(N=C(N=C2N1C3C(C(C(O3)CO)O)O)F)N. Cell line: SW-620. (4) Drug 1: C1=C(C(=O)NC(=O)N1)N(CCCl)CCCl. Drug 2: CC1C(C(CC(O1)OC2CC(CC3=C2C(=C4C(=C3O)C(=O)C5=C(C4=O)C(=CC=C5)OC)O)(C(=O)CO)O)N)O.Cl. Cell line: RPMI-8226. Synergy scores: CSS=47.5, Synergy_ZIP=-2.69, Synergy_Bliss=-3.47, Synergy_Loewe=-2.87, Synergy_HSA=0.585. (5) Drug 1: CN(CC1=CN=C2C(=N1)C(=NC(=N2)N)N)C3=CC=C(C=C3)C(=O)NC(CCC(=O)O)C(=O)O. Drug 2: C1=NNC2=C1C(=O)NC=N2. Cell line: NCI-H226. Synergy scores: CSS=32.0, Synergy_ZIP=2.27, Synergy_Bliss=-2.00, Synergy_Loewe=-5.42, Synergy_HSA=-1.99. (6) Synergy scores: CSS=53.4, Synergy_ZIP=-0.254, Synergy_Bliss=0.700, Synergy_Loewe=-26.6, Synergy_HSA=1.25. Cell line: SR. Drug 2: C1CN(P(=O)(OC1)NCCCl)CCCl. Drug 1: C1CCC(CC1)NC(=O)N(CCCl)N=O. (7) Drug 1: C1=NC2=C(N=C(N=C2N1C3C(C(C(O3)CO)O)F)Cl)N. Drug 2: CC1C(C(CC(O1)OC2CC(CC3=C2C(=C4C(=C3O)C(=O)C5=C(C4=O)C(=CC=C5)OC)O)(C(=O)CO)O)N)O.Cl. Cell line: A549. Synergy scores: CSS=35.2, Synergy_ZIP=-4.69, Synergy_Bliss=-4.14, Synergy_Loewe=-5.47, Synergy_HSA=-1.63. (8) Drug 1: C1C(C(OC1N2C=NC3=C2NC=NCC3O)CO)O. Drug 2: CC12CCC3C(C1CCC2OP(=O)(O)O)CCC4=C3C=CC(=C4)OC(=O)N(CCCl)CCCl.[Na+]. Cell line: UACC62. Synergy scores: CSS=0.665, Synergy_ZIP=-0.790, Synergy_Bliss=0.111, Synergy_Loewe=-4.69, Synergy_HSA=-3.05. (9) Drug 1: CC12CCC3C(C1CCC2=O)CC(=C)C4=CC(=O)C=CC34C. Drug 2: COC1=CC(=CC(=C1O)OC)C2C3C(COC3=O)C(C4=CC5=C(C=C24)OCO5)OC6C(C(C7C(O6)COC(O7)C8=CC=CS8)O)O. Cell line: IGROV1. Synergy scores: CSS=59.8, Synergy_ZIP=-0.665, Synergy_Bliss=2.79, Synergy_Loewe=-5.54, Synergy_HSA=4.20.